Task: Predict which catalyst facilitates the given reaction.. Dataset: Catalyst prediction with 721,799 reactions and 888 catalyst types from USPTO (1) The catalyst class is: 452. Reactant: C(OC([N:11]1[CH2:16][CH2:15][CH:14](N2CCOC2=O)[CH2:13][CH2:12]1)=O)C1C=CC=CC=1.NO.[C:25](N1C=CN=C1)([N:27]1[CH:31]=[CH:30]N=C1)=[O:26]. Product: [O:26]1[CH2:30][CH2:31][N:27]([N:11]2[CH2:12][CH2:13][CH2:14][CH2:15][CH2:16]2)[CH2:25]1. (2) Reactant: [Cl:1][C:2]1[C:11]2[C:6](=[CH:7][CH:8]=[CH:9][CH:10]=2)[N:5]=[C:4]([CH3:12])[C:3]=1[C:13]([O:15][CH3:16])=[O:14].[Br:17]N1C(=O)CCC1=O.N(C(C)(C)C#N)=NC(C)(C)C#N. Product: [Br:17][CH2:12][C:4]1[C:3]([C:13]([O:15][CH3:16])=[O:14])=[C:2]([Cl:1])[C:11]2[C:6](=[CH:7][CH:8]=[CH:9][CH:10]=2)[N:5]=1. The catalyst class is: 53. (3) Reactant: [CH3:1][O:2][C:3]1[CH:4]=[C:5]([CH:19]=[CH:20][C:21]=1[O:22][CH3:23])[CH2:6][CH:7]1[C:14]2[CH:13]=[C:12]([C:15]([O:17]C)=[O:16])[NH:11][C:10]=2[CH2:9][CH2:8]1.[OH-].[Li+].CO. Product: [CH3:1][O:2][C:3]1[CH:4]=[C:5]([CH:19]=[CH:20][C:21]=1[O:22][CH3:23])[CH2:6][CH:7]1[C:14]2[CH:13]=[C:12]([C:15]([OH:17])=[O:16])[NH:11][C:10]=2[CH2:9][CH2:8]1. The catalyst class is: 1. (4) Reactant: [Br:1][C:2]1[CH:7]=[CH:6][C:5]([C:8]([C:18]2[CH:23]=[CH:22][C:21]([O:24][CH3:25])=[CH:20][CH:19]=2)=[N:9][NH:10]C(OC(C)(C)C)=O)=[C:4](F)[CH:3]=1.N12CCCN=C1CCCCC2. Product: [Br:1][C:2]1[CH:7]=[C:6]2[C:5]([C:8]([C:18]3[CH:23]=[CH:22][C:21]([O:24][CH3:25])=[CH:20][CH:19]=3)=[N:9][NH:10]2)=[CH:4][CH:3]=1. The catalyst class is: 1. (5) Reactant: [Cl:1][C:2]1[CH:3]=[C:4]2[CH:12]([OH:13])[C:11]3[CH:14]=[C:15]([CH2:18][CH3:19])[N:16]=[CH:17][C:10]=3[CH:9]=[CH:8][C:5]2=[N:6][CH:7]=1. Product: [Cl:1][C:2]1[CH:3]=[C:4]2[C:12](=[O:13])[C:11]3[CH:14]=[C:15]([CH2:18][CH3:19])[N:16]=[CH:17][C:10]=3[CH:9]=[CH:8][C:5]2=[N:6][CH:7]=1. The catalyst class is: 177. (6) Reactant: Br[C:2]1[N:3]([C:18]2[CH:23]=[CH:22][CH:21]=[C:20]([F:24])[CH:19]=2)[C:4]([C:8]2[C:13]([F:14])=[CH:12][C:11]([O:15][CH3:16])=[CH:10][C:9]=2[F:17])=[C:5]([Cl:7])[N:6]=1.[CH3:25]B1OB(C)OB(C)O1.C(=O)([O-])[O-].[Cs+].[Cs+]. Product: [Cl:7][C:5]1[N:6]=[C:2]([CH3:25])[N:3]([C:18]2[CH:23]=[CH:22][CH:21]=[C:20]([F:24])[CH:19]=2)[C:4]=1[C:8]1[C:13]([F:14])=[CH:12][C:11]([O:15][CH3:16])=[CH:10][C:9]=1[F:17]. The catalyst class is: 551.